Dataset: Catalyst prediction with 721,799 reactions and 888 catalyst types from USPTO. Task: Predict which catalyst facilitates the given reaction. (1) The catalyst class is: 64. Product: [NH:23]=[C:8]1[NH:13][C@@:12]([C:14]2[O:15][C:33]([C:32]3[CH:31]=[C:30]([CH:38]=[CH:37][CH:36]=3)[C:28]#[N:29])=[N:17][N:16]=2)([CH3:18])[CH2:11][C:10](=[O:19])[N:9]1[CH3:20]. Reactant: C(OC([C@H:8]1[NH:13][C:12]([CH3:18])([C:14]([NH:16][NH2:17])=[O:15])[CH2:11][C:10](=[O:19])[N:9]1[CH3:20])=O)(C)(C)C.CC[N:23](CC)CC.[C:28]([C:30]1[CH:31]=[C:32]([CH:36]=[CH:37][CH:38]=1)[C:33](Cl)=O)#[N:29]. (2) Reactant: [O:1]1[CH2:5][CH2:4][CH:3]([OH:6])[CH2:2]1.C(N(CC)CC)C.[CH3:14][S:15](Cl)(=[O:17])=[O:16]. Product: [O:1]1[CH2:5][CH2:4][CH:3]([O:6][S:15]([CH3:14])(=[O:17])=[O:16])[CH2:2]1. The catalyst class is: 1. (3) The catalyst class is: 5. Product: [Cl:1][C:2]1[CH:3]=[C:4]([OH:13])[CH:5]=[C:6]([CH3:12])[C:7]=1[O:8][CH2:9][O:10][CH3:11]. Reactant: [Cl:1][C:2]1[CH:3]=[C:4]([O:13]C(=O)C2C=CC=CC=2)[CH:5]=[C:6]([CH3:12])[C:7]=1[O:8][CH2:9][O:10][CH3:11].[OH-].[K+]. (4) Reactant: Br[C:2]1[C:3]([NH2:9])=[N:4][CH:5]=[C:6]([Br:8])[N:7]=1.[NH:10]1[C:18]2[C:13](=[CH:14][C:15]([NH2:19])=[CH:16][CH:17]=2)[CH:12]=[CH:11]1.C(N(C(C)C)CC)(C)C. Product: [Br:8][C:6]1[N:7]=[C:2]([NH:19][C:15]2[CH:14]=[C:13]3[C:18](=[CH:17][CH:16]=2)[NH:10][CH:11]=[CH:12]3)[C:3]([NH2:9])=[N:4][CH:5]=1. The catalyst class is: 14. (5) Reactant: [F:1][CH:2]([F:26])[C:3]1[C:8]([F:9])=[CH:7][C:6]([C:10]2[C:19]3[C:14](=[CH:15][C:16]([S:20](Cl)(=[O:22])=[O:21])=[CH:17][CH:18]=3)[N:13]=[CH:12][N:11]=2)=[C:5]([O:24][CH3:25])[CH:4]=1.[S:27]1[CH:31]=[CH:30][N:29]=[C:28]1[NH2:32].CN1C=CN=C1. Product: [F:1][CH:2]([F:26])[C:3]1[C:8]([F:9])=[CH:7][C:6]([C:10]2[C:19]3[C:14](=[CH:15][C:16]([S:20]([NH:32][C:28]4[S:27][CH:31]=[CH:30][N:29]=4)(=[O:22])=[O:21])=[CH:17][CH:18]=3)[N:13]=[CH:12][N:11]=2)=[C:5]([O:24][CH3:25])[CH:4]=1. The catalyst class is: 23. (6) Reactant: [CH3:1][O:2][C:3]1[C:8]([CH3:9])=[C:7]([C:10]2[CH:11]=[CH:12][C:13]3[C:14]4[N:23]([C@H:24]5[CH2:28][CH2:27][O:26][CH2:25]5)[N:22]=[CH:21][C:15]=4[C:16](=[O:20])[NH:17][C:18]=3[CH:19]=2)[C:6]([CH3:29])=[CH:5][N:4]=1.[C:30]1([CH3:40])[CH:35]=[CH:34][C:33]([S:36]([OH:39])(=[O:38])=[O:37])=[CH:32][CH:31]=1. Product: [C:30]1([CH3:40])[CH:31]=[CH:32][C:33]([S:36]([OH:39])(=[O:37])=[O:38])=[CH:34][CH:35]=1.[CH3:1][O:2][C:3]1[C:8]([CH3:9])=[C:7]([C:10]2[CH:11]=[CH:12][C:13]3[C:14]4[N:23]([C@H:24]5[CH2:28][CH2:27][O:26][CH2:25]5)[N:22]=[CH:21][C:15]=4[C:16](=[O:20])[NH:17][C:18]=3[CH:19]=2)[C:6]([CH3:29])=[CH:5][N:4]=1. The catalyst class is: 131. (7) Reactant: [CH2:1]([N:8]1[CH2:13][C@H:12]([CH2:14][Cl:15])[C@H:11]2[O:16][C@@](OC)(C)[C@](OC)(C)[O:19][C@@H:10]2[CH2:9]1)[C:2]1[CH:7]=[CH:6][CH:5]=[CH:4][CH:3]=1.FC(F)(F)C(O)=O. The catalyst class is: 4. Product: [CH2:1]([N:8]1[CH2:13][C@H:12]([CH2:14][Cl:15])[C@@H:11]([OH:16])[C@H:10]([OH:19])[CH2:9]1)[C:2]1[CH:3]=[CH:4][CH:5]=[CH:6][CH:7]=1.